From a dataset of B-cell epitopes from IEDB database with 3,159 antigens for binding position prediction. Token-level Classification. Given an antigen amino acid sequence, predict which amino acid positions are active epitope sites capable of antibody binding. Output is a list of indices for active positions. (1) Given the antigen sequence: MPKRKAEGDAKGDKAKVKDEPQRRSARLSAKPAPPKPEPKPKKAPAKKGEKVPKGKKGKADAGKEGNNPAENGDAKTDQAQKAEGAGDAK, which amino acid positions are active epitope sites? The epitope positions are: [41, 42, 43, 44, 45, 46, 47, 48, 49, 50, 51, 52, 53, 54, 55]. The amino acids at these positions are: KKAPAKKGEKVPKGK. (2) Given the antigen sequence: MGSQVSTQRSGSHENSNSASEGSTINYTTINYYKDAYAASAGRQDMSQDPKRFTDPVMDVIHEMAPPLKSPSAEACGYSDRVAQLTIGNSTITTQEAANIVIAYGEWPEYCPDTDATAVDKPTRPDVSVNRFFTLDTKSWAKDSKGWYWKFPDVLTEVGVFGQNAQFHYLYRSGFCVHVQCNASKFHQGALLVAVLPEYVLGTIAGGTGNENSHPPYATTQPGQVGAVLTHPYVLDAGIPLSQLTVCPHQWINLRTNNCATIIVPYMNTVPFDSALNHCNFGLLVIPVVPLDFNAGATSEIPITVTIAPMCAEFAGLRQAVKQGIPTELKPGTNQFLTTDDGVSAPILPGFHPTPPIHIPGEVRNLLEICRVETILEVNNLKTNETTPMQRLCFPVSVQSKTGELCAAFRADPGRDGPWQSTILGQLCRYYTQWSGSLEVTFMFAGSFMATGKMLIAYTPPGGSVPADRITAMLGTHVIWDFGLQSSVTLVVPWISNTHY..., which amino acid positions are active epitope sites? The epitope positions are: [658, 659, 660, 661, 662, 663, 664, 665, 666, 667, 668, 669, 670, 671, 672]. The amino acids at these positions are: TMPTMGTQNTDGYAN. (3) The epitope positions are: [105, 106, 107, 108, 109, 110, 111, 112, 113, 114, 115, 116]. The amino acids at these positions are: FILNTVNGTTRT. Given the antigen sequence: MEDVPQPPVSQFHIQGQVYCDTCRSRFITELSEFIPGASVRLQCREKENGDITFTEIGYTRAEGLYSMLVERDHKNEFCEITLISSGRKDCDEIPIEGWAKPSLKFILNTVNGTTRTVNPLGFFKKEALPKCAQVYNKLGMYPPNM, which amino acid positions are active epitope sites? (4) Given the antigen sequence: PYTINSPSQFVYLSSAYADPVELINLCTNALGNQFQTQQARTTVQQQFADAWKPSPVMTVRFPASDFYVYRYNSTLDPLITALLNSFDTRNRIIZVBBZABPTTAVPIBTZZRVDDATVAIRASINNLANELVRGTGMFNQAGFETASGLVWTTTPAT, which amino acid positions are active epitope sites? The epitope positions are: [71, 72, 73, 74, 75, 76, 77, 78, 79, 80, 81, 82, 83, 84, 85, 86, 87, 88, 89]. The amino acids at these positions are: YNSTLDPLITALLNSFDTR.